From a dataset of Full USPTO retrosynthesis dataset with 1.9M reactions from patents (1976-2016). Predict the reactants needed to synthesize the given product. (1) The reactants are: [Cl:1][C:2]1[CH:3]=[CH:4][C:5]2[NH:11][C:10](=O)[C@@H:9]([CH2:13][C:14]([O:16][CH:17]([CH3:19])[CH3:18])=[O:15])[S:8][C@H:7]([C:20]3[CH:25]=[CH:24][CH:23]=[CH:22][C:21]=3[Cl:26])[C:6]=2[CH:27]=1.COC1C=CC(P2(SP(C3C=CC(OC)=CC=3)(=S)S2)=[S:37])=CC=1. Given the product [Cl:1][C:2]1[CH:3]=[CH:4][C:5]2[NH:11][C:10](=[S:37])[C@@H:9]([CH2:13][C:14]([O:16][CH:17]([CH3:19])[CH3:18])=[O:15])[S:8][C@H:7]([C:20]3[CH:25]=[CH:24][CH:23]=[CH:22][C:21]=3[Cl:26])[C:6]=2[CH:27]=1, predict the reactants needed to synthesize it. (2) Given the product [Cl:27][C:5]1[C:6](=[O:20])[N:7]([CH2:8][CH2:9][C:10]2[CH:19]=[CH:18][C:13]([C:14]([O:16][CH3:17])=[O:15])=[CH:12][CH:11]=2)[C:2]([CH3:1])=[C:3]([C:21]2[CH:26]=[CH:25][CH:24]=[CH:23][CH:22]=2)[CH:4]=1, predict the reactants needed to synthesize it. The reactants are: [CH3:1][C:2]1[N:7]([CH2:8][CH2:9][C:10]2[CH:19]=[CH:18][C:13]([C:14]([O:16][CH3:17])=[O:15])=[CH:12][CH:11]=2)[C:6](=[O:20])[CH:5]=[CH:4][C:3]=1[C:21]1[CH:26]=[CH:25][CH:24]=[CH:23][CH:22]=1.[Cl:27]N1C(=O)CCC1=O.C(Cl)(Cl)Cl. (3) Given the product [F:1][C:2]1[CH:3]=[CH:4][C:5]([CH:8]([CH3:12])[C:9]([NH:13][CH2:14][CH2:15][CH2:16][N:17]2[CH2:22][CH2:21][CH:20]([C:23]3[CH:28]=[CH:27][CH:26]=[C:25]([NH:29][C:30](=[O:34])[CH:31]([CH3:32])[CH3:33])[CH:24]=3)[CH2:19][CH2:18]2)=[O:11])=[CH:6][CH:7]=1, predict the reactants needed to synthesize it. The reactants are: [F:1][C:2]1[CH:7]=[CH:6][C:5]([CH:8]([CH3:12])[C:9]([OH:11])=O)=[CH:4][CH:3]=1.[NH2:13][CH2:14][CH2:15][CH2:16][N:17]1[CH2:22][CH2:21][CH:20]([C:23]2[CH:24]=[C:25]([NH:29][C:30](=[O:34])[CH:31]([CH3:33])[CH3:32])[CH:26]=[CH:27][CH:28]=2)[CH2:19][CH2:18]1. (4) Given the product [CH3:38][O:39][C:40](=[O:50])[CH2:41][C:42]1[CH:47]=[CH:46][C:45]([C:59]2[CH:60]=[CH:61][C:56]([C:53]([CH2:54][CH3:55])([C:72]3[CH:77]=[CH:76][C:75]([CH2:78][CH2:79][C:80]4([OH:86])[CH2:85][CH2:84][CH2:83][CH2:82][CH2:81]4)=[C:74]([CH3:87])[CH:73]=3)[CH2:51][CH3:52])=[CH:57][C:58]=2[CH3:71])=[CH:44][C:43]=1[F:49], predict the reactants needed to synthesize it. The reactants are: C1(P(C2CCCCC2)C2C=CC=CC=2C2C(OC)=CC=CC=2OC)CCCCC1.P([O-])([O-])([O-])=O.[K+].[K+].[K+].[CH3:38][O:39][C:40](=[O:50])[CH2:41][C:42]1[CH:47]=[CH:46][C:45](Cl)=[CH:44][C:43]=1[F:49].[CH2:51]([C:53]([C:72]1[CH:77]=[CH:76][C:75]([CH2:78][CH2:79][C:80]2([OH:86])[CH2:85][CH2:84][CH2:83][CH2:82][CH2:81]2)=[C:74]([CH3:87])[CH:73]=1)([C:56]1[CH:61]=[CH:60][C:59](B2OC(C)(C)C(C)(C)O2)=[C:58]([CH3:71])[CH:57]=1)[CH2:54][CH3:55])[CH3:52]. (5) Given the product [CH3:1][O:2][C:3]([C:5]1[C:10]([NH2:11])=[N:9][C:8]([C:21]([O:23][CH2:24][CH3:25])=[CH2:22])=[C:7]([Cl:13])[N:6]=1)=[O:4], predict the reactants needed to synthesize it. The reactants are: [CH3:1][O:2][C:3]([C:5]1[C:10]([NH2:11])=[N:9][C:8](Cl)=[C:7]([Cl:13])[N:6]=1)=[O:4].[Cl-].[Li+].C([Sn](CCCC)(CCCC)[C:21]([O:23][CH2:24][CH3:25])=[CH2:22])CCC.[NH4+].[Cl-].